From a dataset of Reaction yield outcomes from USPTO patents with 853,638 reactions. Predict the reaction yield, written as a fraction of the theoretical maximum amount of product (1.0 means a 100% yield; for example, 0.34 means a 34% yield). (1) The reactants are C(O[BH-](OC(=O)C)OC(=O)C)(=O)C.[Na+].[NH2:15][CH2:16][C@@H:17]1[C@H:21]2[O:22][C:23]([CH3:26])([CH3:25])[O:24][C@H:20]2[C@H:19]([N:27]2[CH:35]=[N:34][C:33]3[C:28]2=[N:29][CH:30]=[N:31][C:32]=3[NH:36][CH2:37][C:38]2[CH:43]=[CH:42][C:41]([O:44][CH3:45])=[CH:40][C:39]=2[O:46][CH3:47])[CH2:18]1.O=[C:49]1[CH2:52][CH:51]([CH2:53][CH2:54][C:55]([O:57][CH2:58][CH3:59])=[O:56])[CH2:50]1.C(O)(=O)C.ClCCCl. No catalyst specified. The product is [CH3:47][O:46][C:39]1[CH:40]=[C:41]([O:44][CH3:45])[CH:42]=[CH:43][C:38]=1[CH2:37][NH:36][C:32]1[N:31]=[CH:30][N:29]=[C:28]2[C:33]=1[N:34]=[CH:35][N:27]2[C@H:19]1[C@@H:20]2[O:24][C:23]([CH3:25])([CH3:26])[O:22][C@@H:21]2[C@@H:17]([CH2:16][NH:15][CH:49]2[CH2:50][CH:51]([CH2:53][CH2:54][C:55]([O:57][CH2:58][CH3:59])=[O:56])[CH2:52]2)[CH2:18]1. The yield is 0.750. (2) The reactants are [NH2:1][C:2]1[CH2:3][C:4]([C:14]([O:16][CH2:17][CH3:18])=[O:15])=[CH:5][C:6]2[CH:12]=[CH:11][C:10]([Br:13])=[CH:9][C:7]=2[N:8]=1.[CH3:19][C:20]([O:23][C:24](O[C:24]([O:23][C:20]([CH3:22])([CH3:21])[CH3:19])=[O:25])=[O:25])([CH3:22])[CH3:21]. The catalyst is C(Cl)Cl.CCCCCCC. The product is [Br:13][C:10]1[CH:11]=[CH:12][C:6]2=[C:7]([CH:9]=1)[N:8]=[C:2]([NH:1][C:24]([O:23][C:20]([CH3:22])([CH3:21])[CH3:19])=[O:25])[CH2:3][C:4]([C:14]([O:16][CH2:17][CH3:18])=[O:15])=[CH:5]2. The yield is 0.870. (3) The reactants are [CH3:1][O:2][C:3]1[CH:4]=[C:5]2[C:9](=[CH:10][C:11]=1[C:12]([F:15])([F:14])[F:13])[NH:8][C:7](C(O)=O)=[C:6]2[CH3:19].Cl. The catalyst is N1C2C(=CC=CC=2)C=CC=1.CCOC(C)=O.[Cu]. The product is [CH3:1][O:2][C:3]1[CH:4]=[C:5]2[C:9](=[CH:10][C:11]=1[C:12]([F:15])([F:13])[F:14])[NH:8][CH:7]=[C:6]2[CH3:19]. The yield is 0.510. (4) The reactants are Br[C:2]1[C:6]([C:7]2[CH:12]=[CH:11][N:10]=[CH:9][CH:8]=2)=[C:5]([C:13]2[CH:18]=[CH:17][C:16]([F:19])=[C:15]([F:20])[CH:14]=2)[NH:4][N:3]=1.[CH2:21]1[C@@H:29]2[N:24]([CH2:25][CH2:26][C:27](=O)[CH2:28]2)[CH2:23][CH2:22]1.C(OCC)(=O)C.CO. The catalyst is ClCCl. The product is [F:20][C:15]1[CH:14]=[C:13]([C:5]2[NH:4][N:3]=[C:2]([C:27]3[CH2:26][CH2:25][N:24]4[C@H:29]([CH:28]=3)[CH2:21][CH2:22][CH2:23]4)[C:6]=2[C:7]2[CH:12]=[CH:11][N:10]=[CH:9][CH:8]=2)[CH:18]=[CH:17][C:16]=1[F:19]. The yield is 0.140. (5) The reactants are [C:1]([O:9][CH2:10][CH3:11])(=[O:8])[CH2:2][CH2:3][CH2:4][CH2:5][CH:6]=[CH2:7].B1C2CCCC1CCC2.P([O-])([O-])([O-])=O.[K+].[K+].[K+].Br[C:30]1[CH:31]=[C:32]([C:36]([C:45]2[CH:50]=[C:49]([C:51]([F:54])([F:53])[F:52])[CH:48]=[C:47]([F:55])[CH:46]=2)([NH2:44])[CH2:37][C:38]2[CH:43]=[CH:42][CH:41]=[CH:40][CH:39]=2)[CH:33]=[CH:34][CH:35]=1. The catalyst is C1COCC1.[Pd].[Pd].C(=CC(C=CC1C=CC=CC=1)=O)C1C=CC=CC=1.C(=CC(C=CC1C=CC=CC=1)=O)C1C=CC=CC=1.C(=CC(C=CC1C=CC=CC=1)=O)C1C=CC=CC=1. The product is [NH2:44][C:36]([C:32]1[CH:33]=[C:34]([CH2:7][CH2:6][CH2:5][CH2:4][CH2:3][CH2:2][C:1]([O:9][CH2:10][CH3:11])=[O:8])[CH:35]=[CH:30][CH:31]=1)([C:45]1[CH:50]=[C:49]([C:51]([F:52])([F:53])[F:54])[CH:48]=[C:47]([F:55])[CH:46]=1)[CH2:37][C:38]1[CH:39]=[CH:40][CH:41]=[CH:42][CH:43]=1. The yield is 0.540. (6) The reactants are [C:1]([C:5]1[CH:10]=[CH:9][C:8]([N+:11]([O-:13])=[O:12])=[CH:7][CH:6]=1)([CH3:4])([CH3:3])[CH3:2].[Br:14]Br.S([O-])(O)=O.[Na+]. The catalyst is S(=O)(=O)(O)O.S([O-])([O-])(=O)=O.[Ag+2]. The product is [Br:14][C:10]1[CH:9]=[C:8]([N+:11]([O-:13])=[O:12])[CH:7]=[CH:6][C:5]=1[C:1]([CH3:4])([CH3:2])[CH3:3]. The yield is 0.980.